From a dataset of Catalyst prediction with 721,799 reactions and 888 catalyst types from USPTO. Predict which catalyst facilitates the given reaction. (1) Product: [CH3:21][C@@:6]12[C:7](=[O:20])[CH2:8][CH2:9][C@H:1]1[C@H:2]1[C@H:3]([CH2:11][CH2:10]2)[C@:15]([CH2:34][CH2:35][C:22]([OH:25])=[O:23])([CH3:14])[C:16](=[O:19])[CH2:17][CH2:18]1. Reactant: [CH3:1][C@:2]12[CH2:18][CH2:17][C:16](=[O:19])[CH:15]=[C:14]1CC[C@@H:11]1[C@@H:3]2CC[C@@:6]2([CH3:21])[C@H:10]1[CH2:9][CH2:8][C:7]2=[O:20].[C:22]([O-:25])([O-])=[O:23].[K+].[K+].[O-][Mn](=O)(=O)=O.[K+].[CH3:34][C:35](O)(C)C. The catalyst class is: 6. (2) Reactant: [CH2:1]([C:8]1([NH:18]C(=O)C(F)(F)F)[CH2:16][C:15]2[C:10](=[CH:11][CH:12]=[CH:13][CH:14]=2)[C:9]1=O)[C:2]1[CH:7]=[CH:6][CH:5]=[CH:4][CH:3]=1.OS(O)(=O)=O. Product: [CH2:1]([C:8]1([NH2:18])[CH2:16][C:15]2[C:10](=[CH:11][CH:12]=[CH:13][CH:14]=2)[CH2:9]1)[C:2]1[CH:3]=[CH:4][CH:5]=[CH:6][CH:7]=1. The catalyst class is: 15. (3) Reactant: N[CH:2]([C:10]([OH:12])=[O:11])[CH2:3][C:4]1[CH:9]=[CH:8][CH:7]=[CH:6][CH:5]=1.[BrH:13].N([O-])=O.[Na+]. Product: [Br:13][CH:2]([CH2:3][C:4]1[CH:9]=[CH:8][CH:7]=[CH:6][CH:5]=1)[C:10]([OH:12])=[O:11]. The catalyst class is: 6. (4) Reactant: [CH2:1]([O:3][C:4]([C:6]1[C:7]([CH3:19])=[C:8]([C:12](OC(C)(C)C)=[O:13])[NH:9][C:10]=1[CH3:11])=[O:5])[CH3:2].C(OCC)(OCC)OCC. Product: [CH2:1]([O:3][C:4]([C:6]1[C:7]([CH3:19])=[C:8]([CH:12]=[O:13])[NH:9][C:10]=1[CH3:11])=[O:5])[CH3:2]. The catalyst class is: 55.